This data is from TCR-epitope binding with 47,182 pairs between 192 epitopes and 23,139 TCRs. The task is: Binary Classification. Given a T-cell receptor sequence (or CDR3 region) and an epitope sequence, predict whether binding occurs between them. (1) The TCR CDR3 sequence is CAISESVAGEQETQYF. Result: 0 (the TCR does not bind to the epitope). The epitope is IPRRNVATL. (2) The epitope is RTLNAWVKV. The TCR CDR3 sequence is CASSQDITFPKQFF. Result: 0 (the TCR does not bind to the epitope). (3) The epitope is RTLNAWVKV. The TCR CDR3 sequence is CASSFGGPQETQYF. Result: 0 (the TCR does not bind to the epitope). (4) The epitope is FTISVTTEIL. The TCR CDR3 sequence is CSVWTGGNTEAFF. Result: 0 (the TCR does not bind to the epitope). (5) The epitope is RLRAEAQVK. The TCR CDR3 sequence is CASSGQGVIGEQFF. Result: 1 (the TCR binds to the epitope). (6) The epitope is KLNVGDYFV. The TCR CDR3 sequence is CAISENAGAHQETQYF. Result: 1 (the TCR binds to the epitope).